From a dataset of Peptide-MHC class I binding affinity with 185,985 pairs from IEDB/IMGT. Regression. Given a peptide amino acid sequence and an MHC pseudo amino acid sequence, predict their binding affinity value. This is MHC class I binding data. (1) The peptide sequence is RPGGKKHYM. The MHC is HLA-B07:02 with pseudo-sequence HLA-B07:02. The binding affinity (normalized) is 0.756. (2) The peptide sequence is QLSLRMLSL. The MHC is HLA-A29:02 with pseudo-sequence HLA-A29:02. The binding affinity (normalized) is 0.0847.